The task is: Predict which catalyst facilitates the given reaction.. This data is from Catalyst prediction with 721,799 reactions and 888 catalyst types from USPTO. The catalyst class is: 7. Reactant: [Si]([O:8][CH2:9][C:10]1[N:11]([CH2:20][CH2:21][C:22]([O:24][CH2:25][CH3:26])=[O:23])[C:12]2[C:17]([CH:18]=1)=[CH:16][C:15]([Cl:19])=[CH:14][CH:13]=2)(C(C)(C)C)(C)C.[F-].C([N+](CCCC)(CCCC)CCCC)CCC. Product: [Cl:19][C:15]1[CH:16]=[C:17]2[C:12](=[CH:13][CH:14]=1)[N:11]([CH2:20][CH2:21][C:22]([O:24][CH2:25][CH3:26])=[O:23])[C:10]([CH2:9][OH:8])=[CH:18]2.